This data is from Reaction yield outcomes from USPTO patents with 853,638 reactions. The task is: Predict the reaction yield, written as a fraction of the theoretical maximum amount of product (1.0 means a 100% yield; for example, 0.34 means a 34% yield). (1) The reactants are [SH:1][C:2]1[N:6]([CH2:7][C:8]2[CH:13]=[CH:12][C:11]([C:14]3[CH:19]=[CH:18][CH:17]=[CH:16][C:15]=3[C:20]3[NH:24][N:23]=[N:22][N:21]=3)=[CH:10][CH:9]=2)[C:5]2[C:25]([C:29]([O:31][CH2:32][CH3:33])=[O:30])=[CH:26][CH:27]=[CH:28][C:4]=2[N:3]=1.[OH-].[Na+].[CH2:36](I)[CH3:37].Cl. The catalyst is C(O)C. The product is [CH2:36]([S:1][C:2]1[N:6]([CH2:7][C:8]2[CH:9]=[CH:10][C:11]([C:14]3[CH:19]=[CH:18][CH:17]=[CH:16][C:15]=3[C:20]3[NH:24][N:23]=[N:22][N:21]=3)=[CH:12][CH:13]=2)[C:5]2[C:25]([C:29]([O:31][CH2:32][CH3:33])=[O:30])=[CH:26][CH:27]=[CH:28][C:4]=2[N:3]=1)[CH3:37]. The yield is 0.570. (2) The reactants are C[CH:2]([C:6]1[O:10][N:9]=[C:8]([CH3:11])[N:7]=1)[C:3]([OH:5])=O.[CH:12]1([O:16][C:17]2[CH:18]=[C:19]([N:25]3[CH2:30][CH2:29][NH:28][C@@H:27]([CH2:31][CH:32]([CH3:34])[CH3:33])[CH2:26]3)[CH:20]=[CH:21][C:22]=2[O:23][CH3:24])[CH2:15][CH2:14][CH2:13]1. No catalyst specified. The product is [CH:12]1([O:16][C:17]2[CH:18]=[C:19]([N:25]3[CH2:30][CH2:29][N:28]([C:3](=[O:5])[CH2:2][C:6]4[O:10][N:9]=[C:8]([CH3:11])[N:7]=4)[C@@H:27]([CH2:31][CH:32]([CH3:34])[CH3:33])[CH2:26]3)[CH:20]=[CH:21][C:22]=2[O:23][CH3:24])[CH2:13][CH2:14][CH2:15]1. The yield is 0.0400. (3) The yield is 1.00. The product is [Cl:1][C:2]1[C:3]([N:8]2[C:12]([C:31]([Cl:24])=[O:30])=[CH:11][C:10]([C:13]([F:16])([F:14])[F:15])=[N:9]2)=[N:4][CH:5]=[CH:6][CH:7]=1. The reactants are [Cl:1][C:2]1[C:3]([N:8]2[CH:12]=[CH:11][C:10]([C:13]([F:16])([F:15])[F:14])=[N:9]2)=[N:4][CH:5]=[CH:6][CH:7]=1.C([Mg]Cl)(C)C.S(Cl)([Cl:24])=O.C(C[O:30][CH3:31])OC. The catalyst is O1CCCC1. (4) The reactants are [Br:1][C:2]1[CH:3]=[C:4]2[C:9](=[CH:10][CH:11]=1)[C:8](=O)[CH2:7][CH2:6][CH2:5]2.[NH:13]1[CH2:18][CH2:17][O:16][CH2:15][CH2:14]1. The catalyst is C1(C)C=CC=CC=1.[Ti](Cl)(Cl)(Cl)Cl. The product is [Br:1][C:2]1[CH:3]=[C:4]2[C:9](=[CH:10][CH:11]=1)[C:8]([N:13]1[CH2:18][CH2:17][O:16][CH2:15][CH2:14]1)=[CH:7][CH2:6][CH2:5]2. The yield is 0.930. (5) The reactants are [Cl:1][C:2]1[CH:11]=[C:10]([Cl:12])[C:9]([C:13]2[CH:18]=[CH:17][C:16]([F:19])=[CH:15][N:14]=2)=[CH:8][C:3]=1[C:4]([O:6]C)=[O:5].[OH-].[Na+]. The catalyst is CO. The product is [ClH:1].[Cl:1][C:2]1[CH:11]=[C:10]([Cl:12])[C:9]([C:13]2[CH:18]=[CH:17][C:16]([F:19])=[CH:15][N:14]=2)=[CH:8][C:3]=1[C:4]([OH:6])=[O:5]. The yield is 0.840.